This data is from Forward reaction prediction with 1.9M reactions from USPTO patents (1976-2016). The task is: Predict the product of the given reaction. (1) Given the reactants [NH2:1][C:2]1[CH:18]=[CH:17][C:16]([I:19])=[CH:15][C:3]=1[C:4]([NH:6][CH2:7][C:8]1[CH:13]=[CH:12][C:11]([F:14])=[CH:10][CH:9]=1)=[O:5].[C:20](N1C=CN=C1)(N1C=CN=C1)=[O:21], predict the reaction product. The product is: [F:14][C:11]1[CH:10]=[CH:9][C:8]([CH2:7][N:6]2[C:4](=[O:5])[C:3]3[C:2](=[CH:18][CH:17]=[C:16]([I:19])[CH:15]=3)[NH:1][C:20]2=[O:21])=[CH:13][CH:12]=1. (2) Given the reactants [CH2:1]=[C:2]1[CH2:11][CH2:10][CH2:9][C:8]2[C:7]([OH:12])=[CH:6][CH:5]=[CH:4][C:3]1=2.[H][H], predict the reaction product. The product is: [CH3:1][CH:2]1[CH2:11][CH2:10][CH2:9][C:8]2[C:7]([OH:12])=[CH:6][CH:5]=[CH:4][C:3]1=2. (3) Given the reactants [N+:1]([C:4]1[CH:5]=[C:6]2[C:10](=[CH:11][CH:12]=1)[NH:9][CH:8]=[CH:7]2)([O-:3])=[O:2].O[CH2:14][N:15]1[CH2:19][CH:18]([CH2:20][CH2:21][CH3:22])[CH2:17][C:16]1=[O:23], predict the reaction product. The product is: [N+:1]([C:4]1[CH:5]=[C:6]2[C:10](=[CH:11][CH:12]=1)[NH:9][CH:8]=[C:7]2[CH2:14][N:15]1[CH2:19][CH:18]([CH2:20][CH2:21][CH3:22])[CH2:17][C:16]1=[O:23])([O-:3])=[O:2]. (4) Given the reactants [CH3:1][N:2]([CH3:32])[C:3]1[CH:8]=[C:7]([C:9]2[CH:10]=[N:11][N:12]([C:16]3[CH:31]=[CH:30][C:19]([C:20]([NH:22][CH2:23][CH:24]4[CH2:29][CH2:28][O:27][CH2:26][CH2:25]4)=[O:21])=[CH:18][N:17]=3)[C:13]=2[O:14]C)[CH:6]=[CH:5][N:4]=1.[Cl-].[Li+].CC(N(C)C)=O, predict the reaction product. The product is: [CH3:1][N:2]([CH3:32])[C:3]1[CH:8]=[C:7]([C:9]2[CH:10]=[N:11][N:12]([C:16]3[CH:31]=[CH:30][C:19]([C:20]([NH:22][CH2:23][CH:24]4[CH2:29][CH2:28][O:27][CH2:26][CH2:25]4)=[O:21])=[CH:18][N:17]=3)[C:13]=2[OH:14])[CH:6]=[CH:5][N:4]=1. (5) Given the reactants [CH3:1][O:2][C:3]([C:5]1[C:6]2[CH:7]=[CH:8][NH:9][C:10]=2[CH:11]=[C:12]([Cl:14])[CH:13]=1)=[O:4].[C:15]([O:19][C:20](O[C:20]([O:19][C:15]([CH3:18])([CH3:17])[CH3:16])=[O:21])=[O:21])([CH3:18])([CH3:17])[CH3:16], predict the reaction product. The product is: [CH3:1][O:2][C:3]([C:5]1[C:6]2[CH:7]=[CH:8][N:9]([C:20]([O:19][C:15]([CH3:18])([CH3:17])[CH3:16])=[O:21])[C:10]=2[CH:11]=[C:12]([Cl:14])[CH:13]=1)=[O:4]. (6) Given the reactants [NH:1]1[C:9]2[C:4](=[CH:5][CH:6]=[CH:7][CH:8]=2)[CH:3]=[C:2]1[CH:10]=[CH:11][C:12](=[O:17])[CH2:13][C:14](=[O:16])[CH3:15].[B]=O.[CH3:20][O:21][C:22]1[CH:29]=[C:28]([O:30][CH2:31][C:32]2[CH:37]=[CH:36][N:35]=[CH:34][CH:33]=2)[CH:27]=[CH:26][C:23]=1[CH:24]=O.B(OC(C)C)(OC(C)C)OC(C)C.N1CCCCC1.Cl.C(=O)(O)[O-].[Na+], predict the reaction product. The product is: [NH:1]1[C:9]2[C:4](=[CH:5][CH:6]=[CH:7][CH:8]=2)[CH:3]=[C:2]1/[CH:10]=[CH:11]/[C:12](=[O:17])[CH2:13][C:14](=[O:16])/[CH:15]=[CH:24]/[C:23]1[CH:26]=[CH:27][C:28]([O:30][CH2:31][C:32]2[CH:33]=[CH:34][N:35]=[CH:36][CH:37]=2)=[CH:29][C:22]=1[O:21][CH3:20]. (7) Given the reactants [CH2:1]([N:8]1[CH2:17][CH2:16][C:15]2[N:14]=[C:13](Cl)[CH:12]=[CH:11][C:10]=2[CH2:9]1)[C:2]1[CH:7]=[CH:6][CH:5]=[CH:4][CH:3]=1.[CH2:19]([NH2:23])[CH:20]([CH3:22])[CH3:21].CC(C)([O-])C.[Na+].C1(C)C=CC=CC=1, predict the reaction product. The product is: [CH2:1]([N:8]1[CH2:17][CH2:16][C:15]2[N:14]=[C:13]([NH:23][CH2:19][CH:20]([CH3:22])[CH3:21])[CH:12]=[CH:11][C:10]=2[CH2:9]1)[C:2]1[CH:7]=[CH:6][CH:5]=[CH:4][CH:3]=1.